This data is from Reaction yield outcomes from USPTO patents with 853,638 reactions. The task is: Predict the reaction yield, written as a fraction of the theoretical maximum amount of product (1.0 means a 100% yield; for example, 0.34 means a 34% yield). (1) The reactants are [Cl:1][C:2]1[N:7]=[C:6]([O:8][CH3:9])[C:5]([C:10](=[CH2:16])[C:11]([O:13][CH2:14][CH3:15])=[O:12])=[CH:4][CH:3]=1.[BH4-].[Na+]. The catalyst is CO. The product is [Cl:1][C:2]1[N:7]=[C:6]([O:8][CH3:9])[C:5]([CH:10]([CH3:16])[C:11]([O:13][CH2:14][CH3:15])=[O:12])=[CH:4][CH:3]=1. The yield is 0.620. (2) The product is [C:3]([NH:7][C:8]([C:10]1[S:14][C:13]2[CH2:15][C:16]([CH3:19])([CH3:18])[CH2:17][C:12]=2[C:11]=1[CH:20]=[N:1][NH2:2])=[O:9])([CH3:6])([CH3:5])[CH3:4]. The catalyst is C1COCC1. The reactants are [NH2:1][NH2:2].[C:3]([NH:7][C:8]([C:10]1[S:14][C:13]2[CH2:15][C:16]([CH3:19])([CH3:18])[CH2:17][C:12]=2[C:11]=1[CH:20]=O)=[O:9])([CH3:6])([CH3:5])[CH3:4]. The yield is 0.950. (3) The catalyst is CO. The reactants are [CH2:1]([O:8][C:9]([NH:11][CH:12]([CH3:23])[C:13](=[O:22])[C:14]([CH3:21])([CH3:20])[C:15]([O:17][CH2:18][CH3:19])=[O:16])=[O:10])[C:2]1[CH:7]=[CH:6][CH:5]=[CH:4][CH:3]=1.[BH4-].[Na+].[Cl-].[NH4+]. The yield is 0.740. The product is [CH2:1]([O:8][C:9]([NH:11][CH:12]([CH3:23])[CH:13]([OH:22])[C:14]([CH3:21])([CH3:20])[C:15]([O:17][CH2:18][CH3:19])=[O:16])=[O:10])[C:2]1[CH:3]=[CH:4][CH:5]=[CH:6][CH:7]=1. (4) The yield is 0.450. The reactants are [Cl:1][C:2]1[CH:3]=[C:4]([N:22]([CH2:38][CH3:39])[C@H:23]2[CH2:28][CH2:27][C@H:26]([N:29]([CH3:37])[CH2:30][C:31]3[CH:32]=[N:33][CH:34]=[CH:35][CH:36]=3)[CH2:25][CH2:24]2)[C:5]([CH3:21])=[C:6]([CH:20]=1)[C:7]([NH:9][CH2:10][C:11]1[C:12]([O:18]C)=[N:13][N:14]([CH3:17])[C:15]=1[CH3:16])=[O:8].C(=O)(O)[O-].[Na+]. The catalyst is Cl. The product is [Cl:1][C:2]1[CH:3]=[C:4]([N:22]([CH2:38][CH3:39])[C@H:23]2[CH2:24][CH2:25][C@H:26]([N:29]([CH3:37])[CH2:30][C:31]3[CH:32]=[N:33][CH:34]=[CH:35][CH:36]=3)[CH2:27][CH2:28]2)[C:5]([CH3:21])=[C:6]([CH:20]=1)[C:7]([NH:9][CH2:10][C:11]1[C:12](=[O:18])[NH:13][N:14]([CH3:17])[C:15]=1[CH3:16])=[O:8]. (5) The reactants are [C:1]1([C:7]2[S:11][CH:10]=[C:9]([CH:12]([C:14]3[CH:19]=[C:18]([O:20][CH3:21])[C:17]([O:22][CH3:23])=[C:16]([O:24][CH3:25])[CH:15]=3)[OH:13])[CH:8]=2)[CH:6]=[CH:5][CH:4]=[CH:3][CH:2]=1.CC(OI1(OC(C)=O)(OC(C)=O)OC(=O)C2C=CC=CC1=2)=O. The catalyst is C(Cl)Cl. The product is [C:1]1([C:7]2[S:11][CH:10]=[C:9]([C:12]([C:14]3[CH:19]=[C:18]([O:20][CH3:21])[C:17]([O:22][CH3:23])=[C:16]([O:24][CH3:25])[CH:15]=3)=[O:13])[CH:8]=2)[CH:6]=[CH:5][CH:4]=[CH:3][CH:2]=1. The yield is 0.609. (6) The reactants are [CH3:1][O:2][C:3]1[CH:4]=[C:5]([NH:11][C:12]2[C:13]3[N:38]=[CH:37][S:36][C:14]=3[N:15]=[C:16]([C:18]3[CH:19]=[C:20]([CH:33]=[CH:34][CH:35]=3)[CH2:21][CH2:22][C:23]3[CH:32]=[CH:31][C:26]([C:27]([O:29]C)=[O:28])=[CH:25][CH:24]=3)[N:17]=2)[CH:6]=[CH:7][C:8]=1[O:9][CH3:10].[OH-].[Na+].Cl. The catalyst is O1CCOCC1.O. The product is [CH3:1][O:2][C:3]1[CH:4]=[C:5]([NH:11][C:12]2[C:13]3[N:38]=[CH:37][S:36][C:14]=3[N:15]=[C:16]([C:18]3[CH:19]=[C:20]([CH:33]=[CH:34][CH:35]=3)[CH2:21][CH2:22][C:23]3[CH:32]=[CH:31][C:26]([C:27]([OH:29])=[O:28])=[CH:25][CH:24]=3)[N:17]=2)[CH:6]=[CH:7][C:8]=1[O:9][CH3:10]. The yield is 0.510.